This data is from Catalyst prediction with 721,799 reactions and 888 catalyst types from USPTO. The task is: Predict which catalyst facilitates the given reaction. (1) Reactant: B(Br)(Br)Br.C[O:6][C:7]1[CH:21]=[CH:20][C:10]([O:11][C:12]2[CH:19]=[CH:18][C:15]([C:16]#[N:17])=[CH:14][CH:13]=2)=[CH:9][CH:8]=1. Product: [OH:6][C:7]1[CH:21]=[CH:20][C:10]([O:11][C:12]2[CH:19]=[CH:18][C:15]([C:16]#[N:17])=[CH:14][CH:13]=2)=[CH:9][CH:8]=1. The catalyst class is: 4. (2) Reactant: [CH3:1][O:2][C:3]1[CH:4]=[C:5]2[C:10](=[CH:11][CH:12]=1)[CH:9]=[C:8]([CH2:13][CH2:14][CH2:15][C:16](=[O:18])[CH3:17])[CH:7]=[CH:6]2.[C:19](OCC)(=[O:25])[C:20]([O:22][CH2:23][CH3:24])=[O:21].[O-]CC.[Na+]. Product: [CH3:1][O:2][C:3]1[CH:4]=[C:5]2[C:10](=[CH:11][CH:12]=1)[CH:9]=[C:8]([CH2:13][CH2:14][CH2:15][C:16](=[O:18])[CH2:17][C:19](=[O:25])[C:20]([O:22][CH2:23][CH3:24])=[O:21])[CH:7]=[CH:6]2. The catalyst class is: 8. (3) Reactant: [F:1][C:2]1[CH:7]=[CH:6][C:5]([CH2:8][NH:9][C:10](=[O:26])[C:11]2[C:16]([CH3:17])=[CH:15][C:14]([N:18]3[CH2:23][CH2:22][O:21][CH2:20][CH2:19]3)=[CH:13][C:12]=2[O:24]C)=[CH:4][CH:3]=1.B(Br)(Br)Br.O. Product: [F:1][C:2]1[CH:7]=[CH:6][C:5]([CH2:8][NH:9][C:10](=[O:26])[C:11]2[C:16]([CH3:17])=[CH:15][C:14]([N:18]3[CH2:19][CH2:20][O:21][CH2:22][CH2:23]3)=[CH:13][C:12]=2[OH:24])=[CH:4][CH:3]=1. The catalyst class is: 4.